From a dataset of Full USPTO retrosynthesis dataset with 1.9M reactions from patents (1976-2016). Predict the reactants needed to synthesize the given product. (1) Given the product [OH:20][CH2:19][C:14]1[C:13]2[CH2:12][C:5]3[C:6]4[C:11](=[CH:10][CH:9]=[CH:8][CH:7]=4)[C:2](=[O:1])[NH:3][C:4]=3[C:18]=2[CH:17]=[CH:16][CH:15]=1, predict the reactants needed to synthesize it. The reactants are: [O:1]=[C:2]1[C:11]2[C:6](=[CH:7][CH:8]=[CH:9][CH:10]=2)[C:5]2[CH2:12][C:13]3[C:14]([C:19](OC)=[O:20])=[CH:15][CH:16]=[CH:17][C:18]=3[C:4]=2[NH:3]1. (2) The reactants are: [C:1]([O:5][C:6]([NH:8][C:9]([CH3:38])([CH2:31][C:32]1[CH:37]=[CH:36][CH:35]=[CH:34][CH:33]=1)[CH2:10][O:11][CH2:12][C:13]1[CH:14]=[C:15]([CH:21]=[C:22]([C:24]2([C:29]#[N:30])[CH2:28][CH2:27][CH2:26][CH2:25]2)[CH:23]=1)[C:16]([O:18]CC)=[O:17])=[O:7])([CH3:4])([CH3:3])[CH3:2].O[Li].O. Given the product [C:1]([O:5][C:6]([NH:8][C:9]([CH3:38])([CH2:31][C:32]1[CH:33]=[CH:34][CH:35]=[CH:36][CH:37]=1)[CH2:10][O:11][CH2:12][C:13]1[CH:14]=[C:15]([CH:21]=[C:22]([C:24]2([C:29]#[N:30])[CH2:28][CH2:27][CH2:26][CH2:25]2)[CH:23]=1)[C:16]([OH:18])=[O:17])=[O:7])([CH3:4])([CH3:2])[CH3:3], predict the reactants needed to synthesize it. (3) Given the product [NH2:23][C:20]1[N:21]=[CH:22][C:17]([C:3]2[CH:4]=[CH:5][C:6]([C:25]3[C:26]([S:31]([N:34]([CH3:35])[C@H:36]4[CH2:41][CH2:40][CH2:39][NH:38][CH2:37]4)(=[O:33])=[O:32])=[CH:27][CH:28]=[CH:29][CH:30]=3)=[CH:7][C:2]=2[F:1])=[CH:18][N:19]=1, predict the reactants needed to synthesize it. The reactants are: [F:1][C:2]1[CH:7]=[C:6](B2OC(C)(C)C(C)(C)O2)[CH:5]=[CH:4][C:3]=1[C:17]1[CH:18]=[N:19][C:20]([NH2:23])=[N:21][CH:22]=1.Br[C:25]1[CH:30]=[CH:29][CH:28]=[CH:27][C:26]=1[S:31]([N:34]([C@H:36]1[CH2:41][CH2:40][CH2:39][N:38](C(OC(C)(C)C)=O)[CH2:37]1)[CH3:35])(=[O:33])=[O:32]. (4) Given the product [CH3:6][N:5]([CH2:4][CH2:3][N:2]([CH3:1])[C:7]1[S:8][C:9]2[CH:15]=[C:14]([N+:16]([O-:18])=[O:17])[CH:13]=[CH:12][C:10]=2[N:11]=1)[C:25](=[O:27])[CH3:26], predict the reactants needed to synthesize it. The reactants are: [CH3:1][N:2]([C:7]1[S:8][C:9]2[CH:15]=[C:14]([N+:16]([O-:18])=[O:17])[CH:13]=[CH:12][C:10]=2[N:11]=1)[CH2:3][CH2:4][NH:5][CH3:6].N1C=CC=CC=1.[C:25](Cl)(=[O:27])[CH3:26]. (5) Given the product [I:22][C:10]1[N:11]=[CH:12][N:13]([CH3:20])[C:14]=1[C:15]([O:17][CH2:18][CH3:19])=[O:16], predict the reactants needed to synthesize it. The reactants are: N(OCCC(C)C)=O.N[C:10]1[N:11]=[CH:12][N:13]([CH3:20])[C:14]=1[C:15]([O:17][CH2:18][CH3:19])=[O:16].C(I)[I:22].